From a dataset of Forward reaction prediction with 1.9M reactions from USPTO patents (1976-2016). Predict the product of the given reaction. Given the reactants [C:1]([O:5][C:6]([N:8]1[CH2:13][CH2:12][CH:11]([O:14][C:15]2[CH:16]=[N:17][C:18]([N+:21]([O-])=O)=[CH:19][CH:20]=2)[CH2:10][CH2:9]1)=[O:7])([CH3:4])([CH3:3])[CH3:2], predict the reaction product. The product is: [C:1]([O:5][C:6]([N:8]1[CH2:13][CH2:12][CH:11]([O:14][C:15]2[CH:16]=[N:17][C:18]([NH2:21])=[CH:19][CH:20]=2)[CH2:10][CH2:9]1)=[O:7])([CH3:4])([CH3:2])[CH3:3].